Dataset: NCI-60 drug combinations with 297,098 pairs across 59 cell lines. Task: Regression. Given two drug SMILES strings and cell line genomic features, predict the synergy score measuring deviation from expected non-interaction effect. (1) Drug 1: CC1=CC=C(C=C1)C2=CC(=NN2C3=CC=C(C=C3)S(=O)(=O)N)C(F)(F)F. Drug 2: CC1C(C(CC(O1)OC2CC(CC3=C2C(=C4C(=C3O)C(=O)C5=C(C4=O)C(=CC=C5)OC)O)(C(=O)CO)O)N)O.Cl. Cell line: HL-60(TB). Synergy scores: CSS=51.6, Synergy_ZIP=-4.36, Synergy_Bliss=-4.96, Synergy_Loewe=-17.2, Synergy_HSA=-2.42. (2) Drug 1: C1=CC=C(C(=C1)C(C2=CC=C(C=C2)Cl)C(Cl)Cl)Cl. Drug 2: C1=CN(C=N1)CC(O)(P(=O)(O)O)P(=O)(O)O. Cell line: HCC-2998. Synergy scores: CSS=10.8, Synergy_ZIP=-0.755, Synergy_Bliss=0.429, Synergy_Loewe=3.66, Synergy_HSA=1.60. (3) Drug 1: C1=CC(=CC=C1CC(C(=O)O)N)N(CCCl)CCCl.Cl. Drug 2: CC1C(C(CC(O1)OC2CC(CC3=C2C(=C4C(=C3O)C(=O)C5=CC=CC=C5C4=O)O)(C(=O)C)O)N)O. Cell line: MDA-MB-435. Synergy scores: CSS=52.0, Synergy_ZIP=2.02, Synergy_Bliss=5.02, Synergy_Loewe=-50.5, Synergy_HSA=0.719. (4) Drug 2: CN(CCCl)CCCl.Cl. Cell line: MCF7. Drug 1: CC1=C(C=C(C=C1)C(=O)NC2=CC(=CC(=C2)C(F)(F)F)N3C=C(N=C3)C)NC4=NC=CC(=N4)C5=CN=CC=C5. Synergy scores: CSS=15.7, Synergy_ZIP=-7.60, Synergy_Bliss=-2.63, Synergy_Loewe=-6.04, Synergy_HSA=-2.41. (5) Drug 1: CN1CCC(CC1)COC2=C(C=C3C(=C2)N=CN=C3NC4=C(C=C(C=C4)Br)F)OC. Drug 2: C1CNP(=O)(OC1)N(CCCl)CCCl. Cell line: NCI-H522. Synergy scores: CSS=17.5, Synergy_ZIP=-5.91, Synergy_Bliss=-2.56, Synergy_Loewe=-27.5, Synergy_HSA=-2.98. (6) Drug 1: CCC1=CC2CC(C3=C(CN(C2)C1)C4=CC=CC=C4N3)(C5=C(C=C6C(=C5)C78CCN9C7C(C=CC9)(C(C(C8N6C)(C(=O)OC)O)OC(=O)C)CC)OC)C(=O)OC.C(C(C(=O)O)O)(C(=O)O)O. Drug 2: C1=NC(=NC(=O)N1C2C(C(C(O2)CO)O)O)N. Cell line: COLO 205. Synergy scores: CSS=36.5, Synergy_ZIP=0.559, Synergy_Bliss=4.69, Synergy_Loewe=-12.8, Synergy_HSA=2.52.